From a dataset of Full USPTO retrosynthesis dataset with 1.9M reactions from patents (1976-2016). Predict the reactants needed to synthesize the given product. (1) The reactants are: [Br:1][C:2]1[CH:11]=[C:10]2[C:5]([C:6]3[N:14]4[C@@H:15]([CH3:19])[CH2:16][O:17][CH2:18][C:13]4=[N:12][C:7]=3[CH:8]=[N:9]2)=[CH:4][CH:3]=1.C1C=C(Cl)C=C(C(OO)=O)C=1.[NH4+:31].[OH-].C1(C)C=CC(S(Cl)(=O)=O)=CC=1. Given the product [Br:1][C:2]1[CH:11]=[C:10]2[C:5]([C:6]3[N:14]4[C@@H:15]([CH3:19])[CH2:16][O:17][CH2:18][C:13]4=[N:12][C:7]=3[C:8]([NH2:31])=[N:9]2)=[CH:4][CH:3]=1, predict the reactants needed to synthesize it. (2) Given the product [F:26][C:19]1([C:17]([N:15]2[CH2:16][C:10]3[C:9]([NH:8][C:6]4[C:5]([F:29])=[CH:4][N:3]=[C:2]([CH:30]=[CH2:31])[N:7]=4)=[N:13][NH:12][C:11]=3[C:14]2([CH3:28])[CH3:27])=[O:18])[CH2:24][CH2:23][N:22]([CH3:25])[CH2:21][CH2:20]1, predict the reactants needed to synthesize it. The reactants are: Cl[C:2]1[N:7]=[C:6]([NH:8][C:9]2[C:10]3[CH2:16][N:15]([C:17]([C:19]4([F:26])[CH2:24][CH2:23][N:22]([CH3:25])[CH2:21][CH2:20]4)=[O:18])[C:14]([CH3:28])([CH3:27])[C:11]=3[NH:12][N:13]=2)[C:5]([F:29])=[CH:4][N:3]=1.[CH3:30][C:31]1(C)C(C)(C)OB(C=C)O1.C([O-])([O-])=O.[Na+].[Na+].COCCOC. (3) Given the product [Cl:1][C:2]1[CH:7]=[CH:6][C:5]2[C:8]3[C:13](=[CH:12][N:11]=[C:10]([CH3:18])[CH:9]=3)[C:14](=[O:15])[N:16]([CH3:17])[C:4]=2[CH:3]=1, predict the reactants needed to synthesize it. The reactants are: [Cl:1][C:2]1[CH:7]=[CH:6][C:5]([C:8]2[C:13]([C:14]([NH:16][CH3:17])=[O:15])=[CH:12][N:11]=[C:10]([CH3:18])[CH:9]=2)=[C:4](F)[CH:3]=1.[H-].[Na+]. (4) Given the product [CH3:1][O:2][C:3]1[CH:4]=[C:5]2[C:9](=[CH:10][C:11]=1[NH2:12])[N:8]([C:15](=[O:24])[CH2:16][CH2:17][N:18]1[CH2:19][CH2:20][O:21][CH2:22][CH2:23]1)[CH2:7][CH2:6]2, predict the reactants needed to synthesize it. The reactants are: [CH3:1][O:2][C:3]1[CH:4]=[C:5]2[C:9](=[CH:10][C:11]=1[N+:12]([O-])=O)[N:8]([C:15](=[O:24])[CH2:16][CH2:17][N:18]1[CH2:23][CH2:22][O:21][CH2:20][CH2:19]1)[CH2:7][CH2:6]2.O.O.[Sn](Cl)Cl.Cl. (5) Given the product [CH:1]1([C:4]2[C:5]([O:13][CH:14]([CH3:17])[CH2:15][F:16])=[CH:6][C:7]([C:10]([NH:54][C:52]([C:55]3[N:59]=[C:58]([CH3:60])[O:57][N:56]=3)([CH3:53])[CH2:51][CH:48]3[CH2:49][CH2:50]3)=[O:12])=[N:8][CH:9]=2)[CH2:2][CH2:3]1, predict the reactants needed to synthesize it. The reactants are: [CH:1]1([C:4]2[C:5]([O:13][CH:14]([CH3:17])[CH2:15][F:16])=[CH:6][C:7]([C:10]([OH:12])=O)=[N:8][CH:9]=2)[CH2:3][CH2:2]1.CN(C(ON1N=NC2C=CC=CC1=2)=[N+](C)C)C.[B-](F)(F)(F)F.C(N(CC)CC)C.Cl.[CH:48]1([CH2:51][C:52]([C:55]2[N:59]=[C:58]([CH3:60])[O:57][N:56]=2)([NH2:54])[CH3:53])[CH2:50][CH2:49]1.